From a dataset of Peptide-MHC class II binding affinity with 134,281 pairs from IEDB. Regression. Given a peptide amino acid sequence and an MHC pseudo amino acid sequence, predict their binding affinity value. This is MHC class II binding data. (1) The peptide sequence is GGVFHTMWHVTRGAF. The MHC is DRB3_0301 with pseudo-sequence DRB3_0301. The binding affinity (normalized) is 0.176. (2) The peptide sequence is ANRSKQTIGDLRQSSCKM. The MHC is DRB1_0101 with pseudo-sequence DRB1_0101. The binding affinity (normalized) is 0. (3) The peptide sequence is AEGGKATTEEQKLIE. The MHC is HLA-DPA10201-DPB10101 with pseudo-sequence HLA-DPA10201-DPB10101. The binding affinity (normalized) is 0.102. (4) The peptide sequence is GELQIVDKIDAANKI. The MHC is DRB1_1501 with pseudo-sequence DRB1_1501. The binding affinity (normalized) is 0.401. (5) The peptide sequence is EKKYFPATQFEPLAA. The MHC is HLA-DPA10301-DPB10402 with pseudo-sequence HLA-DPA10301-DPB10402. The binding affinity (normalized) is 0.563. (6) The peptide sequence is AAATAGTTKYGAFAA. The MHC is HLA-DQA10102-DQB10602 with pseudo-sequence HLA-DQA10102-DQB10602. The binding affinity (normalized) is 0.445. (7) The peptide sequence is AARLLSIRAMSTKFS. The MHC is DRB1_0701 with pseudo-sequence DRB1_0701. The binding affinity (normalized) is 0.771.